This data is from CYP2C9 inhibition data for predicting drug metabolism from PubChem BioAssay. The task is: Regression/Classification. Given a drug SMILES string, predict its absorption, distribution, metabolism, or excretion properties. Task type varies by dataset: regression for continuous measurements (e.g., permeability, clearance, half-life) or binary classification for categorical outcomes (e.g., BBB penetration, CYP inhibition). Dataset: cyp2c9_veith. (1) The molecule is O=C(O)/C=C(/C(=O)O)[C@]12CCN3CC4=CCO[C@@H]5CC(=O)N[C@@H]1[C@H]5[C@H]4C[C@H]32. The result is 0 (non-inhibitor). (2) The result is 1 (inhibitor). The drug is CCOC(=O)CSc1ncc(OC)c(Sc2ccc(Cl)cc2)n1. (3) The molecule is CC(=O)O[C@@H]1C(=O)[C@]2(C)[C@@H]([C@H](OC(=O)c3ccccc3)[C@@]3(O)C[C@H](OC(=O)[C@@H](O)[C@@H](NC(=O)c4ccccc4)c4ccccc4)C(C)=C1C3(C)C)[C@@]1(OC(C)=O)CO[C@@H]1C[C@H]2O. The result is 0 (non-inhibitor).